Dataset: Tox21: 12 toxicity assays (nuclear receptors and stress response pathways). Task: Binary classification across 12 toxicity assays. (1) The drug is CCOC(=O)c1cnc2c(cnn2CC)c1NN=C(C)C. It tested positive (active) for: NR-AhR (Aryl hydrocarbon Receptor agonist activity). (2) The molecule is CCCCNc1ccc(C(=O)OCCOCCOCCOCCOCCOCCOCCOCCOCCOC)cc1. It tested positive (active) for: SR-MMP (Mitochondrial Membrane Potential disruption). (3) The molecule is COc1ccc2[nH]c(S(=O)Cc3ncc(C)c(OC)c3C)nc2c1. It tested positive (active) for: NR-AhR (Aryl hydrocarbon Receptor agonist activity), and SR-ARE (Antioxidant Response Element (oxidative stress)). (4) The molecule is CCC1(c2ccccc2)C(=O)NC(=O)N(C(=O)c2ccccc2)C1=O. It tested positive (active) for: SR-MMP (Mitochondrial Membrane Potential disruption). (5) The compound is Cc1cc(O)c2c3c4c(cc(O)c13)C(C)(C)C(=O)c1c(O)cc(O)c(c1-4)C2=O. It tested positive (active) for: SR-MMP (Mitochondrial Membrane Potential disruption), and SR-p53 (p53 tumor suppressor activation). (6) The drug is N[C@@H](Cc1cc(I)c(Oc2ccc(O)c(I)c2)c(I)c1)C(=O)O. It tested positive (active) for: NR-AhR (Aryl hydrocarbon Receptor agonist activity), NR-ER (Estrogen Receptor agonist activity), NR-ER-LBD (Estrogen Receptor Ligand Binding Domain agonist), and SR-MMP (Mitochondrial Membrane Potential disruption). (7) The drug is c1ccc2sc(SSc3nc4ccccc4s3)nc2c1. It tested positive (active) for: SR-ARE (Antioxidant Response Element (oxidative stress)), and SR-HSE (Heat Shock Element response). (8) The molecule is COc1cc(-c2ccc(=O)[nH]n2)ccc1OC(F)F. It tested positive (active) for: SR-ATAD5 (ATAD5 genotoxicity (DNA damage)). (9) The drug is O=C(O)C(Cl)Br. It tested positive (active) for: SR-ARE (Antioxidant Response Element (oxidative stress)). (10) It tested positive (active) for: SR-ARE (Antioxidant Response Element (oxidative stress)), SR-ATAD5 (ATAD5 genotoxicity (DNA damage)), SR-HSE (Heat Shock Element response), SR-MMP (Mitochondrial Membrane Potential disruption), and SR-p53 (p53 tumor suppressor activation). The compound is O=C(CCl)c1ccc(Cl)cc1Cl.